This data is from Reaction yield outcomes from USPTO patents with 853,638 reactions. The task is: Predict the reaction yield, written as a fraction of the theoretical maximum amount of product (1.0 means a 100% yield; for example, 0.34 means a 34% yield). (1) The reactants are [C:1]([CH2:3][CH2:4][O:5][C@H:6]1[CH2:10][CH2:9][N:8](C(OC(C)(C)C)=O)[CH2:7]1)#[N:2].FC(F)(F)C(O)=O. The catalyst is ClCCl. The product is [NH3:2].[NH:8]1[CH2:9][CH2:10][C@H:6]([O:5][CH2:4][CH2:3][C:1]#[N:2])[CH2:7]1. The yield is 0.100. (2) The reactants are [Cl:1][C:2]1[CH:7]=[CH:6][CH:5]=[CH:4][C:3]=1[C:8]1[N+:9]([O-])=[CH:10][C:11]2[C:16]([CH:17]=1)=[CH:15][N:14]=[C:13]([NH:18][C:19]([CH:21]1[CH2:23][CH2:22]1)=[O:20])[CH:12]=2.CS([Cl:29])(=O)=O. The catalyst is CN(C)C=O.C(OCC)(=O)C. The product is [Cl:29][C:10]1[N:9]=[C:8]([C:3]2[CH:4]=[CH:5][CH:6]=[CH:7][C:2]=2[Cl:1])[CH:17]=[C:16]2[C:11]=1[CH:12]=[C:13]([NH:18][C:19]([CH:21]1[CH2:23][CH2:22]1)=[O:20])[N:14]=[CH:15]2. The yield is 0.800. (3) The reactants are [CH3:1][O:2][C:3]1[C:4](=[O:25])[C:5]([C:21]([O:23]C)=[O:22])=[N:6][N:7]([C:9]2[C:19]([F:20])=[CH:18][C:12]3[O:13][C:14]([F:17])([F:16])[O:15][C:11]=3[CH:10]=2)[CH:8]=1.[OH-].[Na+].Cl. The catalyst is CO. The product is [CH3:1][O:2][C:3]1[C:4](=[O:25])[C:5]([C:21]([OH:23])=[O:22])=[N:6][N:7]([C:9]2[C:19]([F:20])=[CH:18][C:12]3[O:13][C:14]([F:16])([F:17])[O:15][C:11]=3[CH:10]=2)[CH:8]=1. The yield is 0.800.